Predict the reaction yield, written as a fraction of the theoretical maximum amount of product (1.0 means a 100% yield; for example, 0.34 means a 34% yield). From a dataset of Reaction yield outcomes from USPTO patents with 853,638 reactions. The reactants are [Br:1][C:2]1[CH:11]=[CH:10][CH:9]=[C:8]2[C:3]=1[CH2:4][C:5]([CH3:17])([CH3:16])[N:6](C(OC)=O)[CH2:7]2.[OH-].[K+]. The catalyst is C(O)CO.O. The product is [Br:1][C:2]1[CH:11]=[CH:10][CH:9]=[C:8]2[C:3]=1[CH2:4][C:5]([CH3:17])([CH3:16])[NH:6][CH2:7]2. The yield is 0.394.